Dataset: Catalyst prediction with 721,799 reactions and 888 catalyst types from USPTO. Task: Predict which catalyst facilitates the given reaction. Reactant: [Cl:1][CH2:2][CH2:3][O:4][C:5]1[CH:10]=[CH:9][CH:8]=[C:7]([N+:11]([O-:13])=[O:12])[CH:6]=1.Cl[CH2:15][S:16]([C:19]1[C:28]2[C:23](=[CH:24][CH:25]=[CH:26][CH:27]=2)[CH:22]=[CH:21][CH:20]=1)(=[O:18])=[O:17].CC(C)([O-])C.[K+].Cl. Product: [Cl:1][CH2:2][CH2:3][O:4][C:5]1[CH:10]=[CH:9][CH:8]=[C:7]([N+:11]([O-:13])=[O:12])[C:6]=1[CH2:15][S:16]([C:19]1[C:28]2[C:23](=[CH:24][CH:25]=[CH:26][CH:27]=2)[CH:22]=[CH:21][CH:20]=1)(=[O:17])=[O:18].[Cl:1][CH2:2][CH2:3][O:4][C:5]1[CH:10]=[CH:9][C:8]([CH2:15][S:16]([C:19]2[C:28]3[C:23](=[CH:24][CH:25]=[CH:26][CH:27]=3)[CH:22]=[CH:21][CH:20]=2)(=[O:17])=[O:18])=[C:7]([N+:11]([O-:13])=[O:12])[CH:6]=1. The catalyst class is: 1.